Dataset: Catalyst prediction with 721,799 reactions and 888 catalyst types from USPTO. Task: Predict which catalyst facilitates the given reaction. (1) Reactant: [N+:1]([C:4]1[CH:16]=[CH:15][C:7]([CH2:8][N:9]2[CH2:13][CH2:12][O:11][C:10]2=[O:14])=[CH:6][CH:5]=1)([O-])=O.O.O.Cl[Sn]Cl.[OH-].[Na+].C(Cl)Cl. Product: [NH2:1][C:4]1[CH:16]=[CH:15][C:7]([CH2:8][N:9]2[CH2:13][CH2:12][O:11][C:10]2=[O:14])=[CH:6][CH:5]=1. The catalyst class is: 8. (2) The catalyst class is: 26. Reactant: [CH3:1][C:2]1([CH3:10])[O:7][CH2:6][CH:5]([CH:8]=O)[CH2:4][O:3]1.[F:11][C:12]([F:27])([F:26])[O:13][C:14]1[CH:19]=[CH:18][C:17]([N:20]2[CH2:25][CH2:24][NH:23][CH2:22][CH2:21]2)=[CH:16][CH:15]=1.C(O[BH-](OC(=O)C)OC(=O)C)(=O)C.[Na+].O. Product: [CH3:1][C:2]1([CH3:10])[O:7][CH2:6][CH:5]([CH2:8][N:23]2[CH2:22][CH2:21][N:20]([C:17]3[CH:18]=[CH:19][C:14]([O:13][C:12]([F:26])([F:27])[F:11])=[CH:15][CH:16]=3)[CH2:25][CH2:24]2)[CH2:4][O:3]1. (3) Reactant: [N:1]1[CH:2]=[CH:3][N:4]2[CH:9]=[CH:8][N:7]=[CH:6][C:5]=12.C([O-])(=O)C.[Na+].[Br-:15].[K+].BrBr. Product: [Br:15][C:3]1[N:4]2[CH:9]=[CH:8][N:7]=[CH:6][C:5]2=[N:1][CH:2]=1. The catalyst class is: 5. (4) Reactant: [CH3:1][O:2][CH2:3][CH2:4][O:5][C:6]1[CH:7]=[C:8]([C:17](=[O:19])[CH3:18])[CH:9]=[CH:10][C:11]=1[O:12][CH2:13][CH2:14][O:15][CH3:16].[N+:20]([O-])([O-:22])=[O:21].[NH4+].FC(F)(F)C(OC(=O)C(F)(F)F)=O. Product: [CH3:16][O:15][CH2:14][CH2:13][O:12][C:11]1[C:6]([O:5][CH2:4][CH2:3][O:2][CH3:1])=[CH:7][C:8]([C:17](=[O:19])[CH3:18])=[C:9]([N+:20]([O-:22])=[O:21])[CH:10]=1. The catalyst class is: 22. (5) Reactant: [Cl:1][C:2]1[C:3]([F:31])=[C:4]([CH:8]2[C:12]([C:15]3[CH:20]=[CH:19][C:18]([Cl:21])=[CH:17][C:16]=3[F:22])([C:13]#[N:14])[CH:11]([CH2:23][C:24]([CH3:27])([CH3:26])[CH3:25])[NH:10][CH:9]2[C:28]([OH:30])=O)[CH:5]=[CH:6][CH:7]=1.CN(C(ON1N=NC2C=CC=NC1=2)=[N+](C)C)C.F[P-](F)(F)(F)(F)F.CCN(C(C)C)C(C)C.Cl.[CH3:66][O:67][C:68](=[O:77])[C:69]1[CH:74]=[CH:73][C:72]([CH2:75][NH2:76])=[CH:71][CH:70]=1. Product: [CH3:66][O:67][C:68](=[O:77])[C:69]1[CH:74]=[CH:73][C:72]([CH2:75][NH:76][C:28]([C@H:9]2[C@H:8]([C:4]3[CH:5]=[CH:6][CH:7]=[C:2]([Cl:1])[C:3]=3[F:31])[C@:12]([C:15]3[CH:20]=[CH:19][C:18]([Cl:21])=[CH:17][C:16]=3[F:22])([C:13]#[N:14])[C@H:11]([CH2:23][C:24]([CH3:27])([CH3:26])[CH3:25])[NH:10]2)=[O:30])=[CH:71][CH:70]=1. The catalyst class is: 2. (6) Reactant: [CH2:1]([N:3]([CH2:33][CH3:34])[CH2:4][CH2:5][CH2:6]/[CH:7]=[CH:8]\[C:9]1[CH:14]=[CH:13][CH:12]=[CH:11][C:10]=1[S:15]([NH:18][C:19]1[CH:28]=[CH:27][C:26]2[CH2:25][CH2:24][CH2:23][CH2:22][C:21]=2[C:20]=1[C:29]([O:31][CH3:32])=[O:30])(=[O:17])=[O:16])[CH3:2]. Product: [CH2:33]([N:3]([CH2:1][CH3:2])[CH2:4][CH2:5][CH2:6][CH2:7][CH2:8][C:9]1[CH:14]=[CH:13][CH:12]=[CH:11][C:10]=1[S:15]([NH:18][C:19]1[CH:28]=[CH:27][C:26]2[CH2:25][CH2:24][CH2:23][CH2:22][C:21]=2[C:20]=1[C:29]([O:31][CH3:32])=[O:30])(=[O:16])=[O:17])[CH3:34]. The catalyst class is: 19.